Dataset: NCI-60 drug combinations with 297,098 pairs across 59 cell lines. Task: Regression. Given two drug SMILES strings and cell line genomic features, predict the synergy score measuring deviation from expected non-interaction effect. (1) Drug 1: C1=C(C(=O)NC(=O)N1)N(CCCl)CCCl. Drug 2: C1CN(CCN1C(=O)CCBr)C(=O)CCBr. Cell line: UACC62. Synergy scores: CSS=30.9, Synergy_ZIP=-11.0, Synergy_Bliss=-1.51, Synergy_Loewe=-3.44, Synergy_HSA=1.50. (2) Drug 1: CC1=C(C=C(C=C1)NC2=NC=CC(=N2)N(C)C3=CC4=NN(C(=C4C=C3)C)C)S(=O)(=O)N.Cl. Drug 2: C1CN1P(=S)(N2CC2)N3CC3. Cell line: BT-549. Synergy scores: CSS=2.54, Synergy_ZIP=-2.21, Synergy_Bliss=-7.70, Synergy_Loewe=-14.9, Synergy_HSA=-10.2.